Dataset: Forward reaction prediction with 1.9M reactions from USPTO patents (1976-2016). Task: Predict the product of the given reaction. Given the reactants Cl.[NH2:2][CH2:3][C:4]([C:6]1[CH:11]=[CH:10][CH:9]=[CH:8][CH:7]=1)=[O:5].C(N(CC)CC)C.Cl[CH2:20][CH2:21][S:22](Cl)(=[O:24])=[O:23].Cl, predict the reaction product. The product is: [CH:21]([S:22]([NH:2][CH2:3][C:4]([C:6]1[CH:11]=[CH:10][CH:9]=[CH:8][CH:7]=1)=[O:5])(=[O:24])=[O:23])=[CH2:20].